Task: Regression. Given two drug SMILES strings and cell line genomic features, predict the synergy score measuring deviation from expected non-interaction effect.. Dataset: NCI-60 drug combinations with 297,098 pairs across 59 cell lines (1) Drug 1: CC1=C(C=C(C=C1)NC2=NC=CC(=N2)N(C)C3=CC4=NN(C(=C4C=C3)C)C)S(=O)(=O)N.Cl. Drug 2: CN1C2=C(C=C(C=C2)N(CCCl)CCCl)N=C1CCCC(=O)O.Cl. Cell line: COLO 205. Synergy scores: CSS=-9.88, Synergy_ZIP=5.20, Synergy_Bliss=-1.23, Synergy_Loewe=-11.8, Synergy_HSA=-11.7. (2) Drug 1: C1=CC(=CC=C1CC(C(=O)O)N)N(CCCl)CCCl.Cl. Drug 2: C1=NC2=C(N1)C(=S)N=C(N2)N. Cell line: NCI-H226. Synergy scores: CSS=9.40, Synergy_ZIP=-7.62, Synergy_Bliss=-1.51, Synergy_Loewe=-5.08, Synergy_HSA=-1.27. (3) Drug 1: CC1C(C(CC(O1)OC2CC(CC3=C2C(=C4C(=C3O)C(=O)C5=C(C4=O)C(=CC=C5)OC)O)(C(=O)C)O)N)O.Cl. Drug 2: CN1C(=O)N2C=NC(=C2N=N1)C(=O)N. Cell line: SR. Synergy scores: CSS=76.7, Synergy_ZIP=6.09, Synergy_Bliss=6.86, Synergy_Loewe=2.08, Synergy_HSA=8.41. (4) Drug 1: CN(CCCl)CCCl.Cl. Drug 2: C1CN(P(=O)(OC1)NCCCl)CCCl. Cell line: RXF 393. Synergy scores: CSS=7.76, Synergy_ZIP=-2.95, Synergy_Bliss=-2.20, Synergy_Loewe=-53.6, Synergy_HSA=-0.727. (5) Drug 1: C1=NC(=NC(=O)N1C2C(C(C(O2)CO)O)O)N. Drug 2: CC1C(C(CC(O1)OC2CC(CC3=C2C(=C4C(=C3O)C(=O)C5=CC=CC=C5C4=O)O)(C(=O)C)O)N)O. Cell line: COLO 205. Synergy scores: CSS=76.7, Synergy_ZIP=-2.63, Synergy_Bliss=-1.05, Synergy_Loewe=0.706, Synergy_HSA=2.21. (6) Synergy scores: CSS=5.29, Synergy_ZIP=2.97, Synergy_Bliss=4.33, Synergy_Loewe=2.00, Synergy_HSA=2.31. Drug 1: C(CCl)NC(=O)N(CCCl)N=O. Drug 2: C(CN)CNCCSP(=O)(O)O. Cell line: NCIH23. (7) Drug 1: CCC1(CC2CC(C3=C(CCN(C2)C1)C4=CC=CC=C4N3)(C5=C(C=C6C(=C5)C78CCN9C7C(C=CC9)(C(C(C8N6C)(C(=O)OC)O)OC(=O)C)CC)OC)C(=O)OC)O.OS(=O)(=O)O. Cell line: CCRF-CEM. Synergy scores: CSS=21.1, Synergy_ZIP=-5.46, Synergy_Bliss=-2.61, Synergy_Loewe=-3.36, Synergy_HSA=-2.97. Drug 2: CCN(CC)CCCC(C)NC1=C2C=C(C=CC2=NC3=C1C=CC(=C3)Cl)OC. (8) Drug 2: B(C(CC(C)C)NC(=O)C(CC1=CC=CC=C1)NC(=O)C2=NC=CN=C2)(O)O. Drug 1: CC1=C(C(=O)C2=C(C1=O)N3CC4C(C3(C2COC(=O)N)OC)N4)N. Synergy scores: CSS=27.6, Synergy_ZIP=-4.45, Synergy_Bliss=-6.58, Synergy_Loewe=-21.1, Synergy_HSA=-4.29. Cell line: SK-MEL-28. (9) Drug 1: C1=C(C(=O)NC(=O)N1)N(CCCl)CCCl. Drug 2: CC1=C(C(=O)C2=C(C1=O)N3CC4C(C3(C2COC(=O)N)OC)N4)N. Cell line: HS 578T. Synergy scores: CSS=27.5, Synergy_ZIP=5.64, Synergy_Bliss=8.49, Synergy_Loewe=8.91, Synergy_HSA=10.4. (10) Drug 1: CC1=CC2C(CCC3(C2CCC3(C(=O)C)OC(=O)C)C)C4(C1=CC(=O)CC4)C. Drug 2: CC(C)NC(=O)C1=CC=C(C=C1)CNNC.Cl. Cell line: CAKI-1. Synergy scores: CSS=-2.77, Synergy_ZIP=0.954, Synergy_Bliss=-2.64, Synergy_Loewe=-5.11, Synergy_HSA=-6.51.